Dataset: Full USPTO retrosynthesis dataset with 1.9M reactions from patents (1976-2016). Task: Predict the reactants needed to synthesize the given product. (1) Given the product [Br:10][C:4]1[CH:5]=[N:6][NH:7][C:3]=1[C:2]([F:9])([F:8])[F:1], predict the reactants needed to synthesize it. The reactants are: [F:1][C:2]([F:9])([F:8])[C:3]1[NH:7][N:6]=[CH:5][CH:4]=1.[Br:10]NC(=O)CCC(N)=O.C(OCC)(=O)C.O. (2) The reactants are: C(OC(N1CCC(=O)CC1)=O)(C)(C)C.CC1C=C(C)C=CC=1N.C(O)(=O)C.C(O[BH-](OC(=O)C)OC(=O)C)(=O)C.[Na+].C(=O)(O)[O-].[Na+].C(OC([N:54]1[CH2:59][CH2:58][CH:57]([NH:60][C:61]2[CH:66]=[CH:65][C:64]([CH3:67])=[CH:63][C:62]=2[CH3:68])[CH2:56][CH2:55]1)=O)(C)(C)C.[ClH:69]. Given the product [ClH:69].[ClH:69].[CH3:68][C:62]1[CH:63]=[C:64]([CH3:67])[CH:65]=[CH:66][C:61]=1[NH:60][CH:57]1[CH2:58][CH2:59][NH:54][CH2:55][CH2:56]1, predict the reactants needed to synthesize it. (3) Given the product [Cl:1][C:2]1[CH:7]=[CH:6][C:5]([CH2:8][N:10]2[CH:14]=[CH:13][N:12]=[CH:11]2)=[CH:4][N:3]=1, predict the reactants needed to synthesize it. The reactants are: [Cl:1][C:2]1[CH:7]=[CH:6][C:5]([CH2:8]Cl)=[CH:4][N:3]=1.[NH:10]1[CH:14]=[CH:13][N:12]=[CH:11]1.C(=O)([O-])[O-].[K+].[K+]. (4) Given the product [CH:2]1([C:7]2[CH:15]=[C:10]3[N:9]([CH:8]=2)[CH:14]=[CH:13][CH:12]=[CH:11]3)[CH2:6][CH2:5][CH2:4][CH2:3]1, predict the reactants needed to synthesize it. The reactants are: [Br-].[CH:2]1([C:7](=O)[CH2:8][N+:9]2[CH:14]=[CH:13][CH:12]=[CH:11][C:10]=2[CH3:15])[CH2:6][CH2:5][CH2:4][CH2:3]1. (5) Given the product [C:1]([O:5][C:6]([N:8]1[CH2:12][CH2:11][CH2:10][CH:9]1[C:13]1[NH:14][C:15]([C:18]2[S:22][CH:21]3[CH:23]=[C:24]([B:27]4[O:31][C:30]([CH3:33])([CH3:32])[C:29]([CH3:35])([CH3:34])[O:28]4)[S:25][CH:20]3[CH:19]=2)=[CH:16][N:17]=1)=[O:7])([CH3:4])([CH3:3])[CH3:2], predict the reactants needed to synthesize it. The reactants are: [C:1]([O:5][C:6]([N:8]1[CH2:12][CH2:11][CH2:10][CH:9]1[C:13]1[NH:14][C:15]([C:18]2[S:22][CH:21]3[CH:23]=[C:24](Br)[S:25][CH:20]3[CH:19]=2)=[CH:16][N:17]=1)=[O:7])([CH3:4])([CH3:3])[CH3:2].[B:27]1([B:27]2[O:31][C:30]([CH3:33])([CH3:32])[C:29]([CH3:35])([CH3:34])[O:28]2)[O:31][C:30]([CH3:33])([CH3:32])[C:29]([CH3:35])([CH3:34])[O:28]1.CC([O-])=O.[K+]. (6) Given the product [F:28][C:24]1[CH:23]=[C:22]([CH2:21][CH2:20][NH:19][C:17](=[O:18])[C:16]2[CH:29]=[CH:30][CH:31]=[C:14]([CH2:13][C:12]([NH:11][CH2:10][C@H:9]([OH:8])[C:34]3[CH:39]=[CH:38][C:37]([OH:40])=[C:36]([CH2:41][OH:42])[CH:35]=3)([CH3:33])[CH3:32])[CH:15]=2)[CH:27]=[CH:26][CH:25]=1, predict the reactants needed to synthesize it. The reactants are: [Si]([O:8][C@H:9]([C:34]1[CH:39]=[CH:38][C:37]([OH:40])=[C:36]([CH2:41][OH:42])[CH:35]=1)[CH2:10][NH:11][C:12]([CH3:33])([CH3:32])[CH2:13][C:14]1[CH:15]=[C:16]([CH:29]=[CH:30][CH:31]=1)[C:17]([NH:19][CH2:20][CH2:21][C:22]1[CH:27]=[CH:26][CH:25]=[C:24]([F:28])[CH:23]=1)=[O:18])(C(C)(C)C)(C)C.[F-].[NH4+]. (7) Given the product [Cl:11][C:8]1[CH:9]=[CH:10][C:5]([C:3]2[N:21]=[C:13]([C:14]3[CH:19]=[CH:18][CH:17]=[CH:16][CH:15]=3)[S:20][C:2]=2[CH3:12])=[CH:6][CH:7]=1, predict the reactants needed to synthesize it. The reactants are: Br[CH:2]([CH3:12])[C:3]([C:5]1[CH:10]=[CH:9][C:8]([Cl:11])=[CH:7][CH:6]=1)=O.[C:13]([NH2:21])(=[S:20])[C:14]1[CH:19]=[CH:18][CH:17]=[CH:16][CH:15]=1.C([O-])(=O)C.[Na+].C(O)C.